Dataset: Forward reaction prediction with 1.9M reactions from USPTO patents (1976-2016). Task: Predict the product of the given reaction. The product is: [Cl:16][CH2:12][C:9]1[CH:10]=[CH:11][C:6]([N:2]2[N:3]=[CH:4][CH:5]=[N:1]2)=[CH:7][CH:8]=1. Given the reactants [N:1]1[N:2]([C:6]2[CH:11]=[CH:10][C:9]([CH2:12]O)=[CH:8][CH:7]=2)[N:3]=[CH:4][CH:5]=1.S(Cl)([Cl:16])=O.C([O-])(O)=O.[Na+], predict the reaction product.